From a dataset of Full USPTO retrosynthesis dataset with 1.9M reactions from patents (1976-2016). Predict the reactants needed to synthesize the given product. (1) Given the product [C:31]([O:35][C:36](=[O:48])[CH2:37][O:38][C:39]1[CH:44]=[CH:43][C:42]([Cl:45])=[CH:41][C:40]=1[C:46]#[C:47][C:52]1[CH:53]=[C:54]([S:56]([C:59]2[CH:64]=[CH:63][CH:62]=[CH:61][CH:60]=2)(=[O:58])=[O:57])[CH:55]=[CH:50][C:51]=1[CH3:65])([CH3:34])([CH3:33])[CH3:32], predict the reactants needed to synthesize it. The reactants are: C(OC(=O)COC1C=CC(Cl)=CC=1C#CC1C=CC=C(S(CCC)(=O)=O)C=1)(C)(C)C.[C:31]([O:35][C:36](=[O:48])[CH2:37][O:38][C:39]1[CH:44]=[CH:43][C:42]([Cl:45])=[CH:41][C:40]=1[C:46]#[CH:47])([CH3:34])([CH3:33])[CH3:32].I[C:50]1[CH:55]=[C:54]([S:56]([C:59]2[CH:64]=[CH:63][CH:62]=[CH:61][CH:60]=2)(=[O:58])=[O:57])[CH:53]=[CH:52][C:51]=1[CH3:65]. (2) Given the product [Si:1]([O:8][CH2:9][C:10]1[CH:15]=[C:14]([C:16]([F:17])([F:18])[F:19])[CH:13]=[CH:12][C:11]=1[C:20]1([O:33][CH3:37])[CH2:21][CH2:22][N:23]([C:26]([O:28][C:29]([CH3:32])([CH3:31])[CH3:30])=[O:27])[CH2:24][CH2:25]1)([C:4]([CH3:7])([CH3:6])[CH3:5])([CH3:3])[CH3:2], predict the reactants needed to synthesize it. The reactants are: [Si:1]([O:8][CH2:9][C:10]1[CH:15]=[C:14]([C:16]([F:19])([F:18])[F:17])[CH:13]=[CH:12][C:11]=1[C:20]1([OH:33])[CH2:25][CH2:24][N:23]([C:26]([O:28][C:29]([CH3:32])([CH3:31])[CH3:30])=[O:27])[CH2:22][CH2:21]1)([C:4]([CH3:7])([CH3:6])[CH3:5])([CH3:3])[CH3:2].[H-].[Na+].I[CH3:37]. (3) Given the product [F:2][C:3]1[CH:4]=[C:5]([CH:45]=[CH:46][CH:47]=1)[CH2:6][N:7]1[CH:11]=[C:10]([C:12]2[C:20]3[C:15](=[N:16][CH:17]=[C:18]([C:21]4[CH:26]=[CH:25][C:24]([N:27]5[CH2:28][CH2:29][N:30]([CH2:48][C@@H:49]([OH:50])[CH3:51])[CH2:31][CH2:32]5)=[CH:23][C:22]=4[O:33][CH3:34])[CH:19]=3)[N:14]([S:35]([C:38]3[CH:44]=[CH:43][C:41]([CH3:42])=[CH:40][CH:39]=3)(=[O:36])=[O:37])[CH:13]=2)[CH:9]=[N:8]1, predict the reactants needed to synthesize it. The reactants are: Cl.[F:2][C:3]1[CH:4]=[C:5]([CH:45]=[CH:46][CH:47]=1)[CH2:6][N:7]1[CH:11]=[C:10]([C:12]2[C:20]3[C:15](=[N:16][CH:17]=[C:18]([C:21]4[CH:26]=[CH:25][C:24]([N:27]5[CH2:32][CH2:31][NH:30][CH2:29][CH2:28]5)=[CH:23][C:22]=4[O:33][CH3:34])[CH:19]=3)[N:14]([S:35]([C:38]3[CH:44]=[CH:43][C:41]([CH3:42])=[CH:40][CH:39]=3)(=[O:37])=[O:36])[CH:13]=2)[CH:9]=[N:8]1.[CH3:48][C@H:49]1[CH2:51][O:50]1.CCN(C(C)C)C(C)C. (4) The reactants are: Br[C:2]1[S:3][CH:4]=[CH:5][C:6]=1[CH3:7].[Li]CCCC.C(O[B:17]1[O:21][C:20]([CH3:23])([CH3:22])[C:19]([CH3:25])([CH3:24])[O:18]1)(C)C. Given the product [CH3:24][C:19]1([CH3:25])[C:20]([CH3:23])([CH3:22])[O:21][B:17]([C:2]2[S:3][CH:4]=[CH:5][C:6]=2[CH3:7])[O:18]1, predict the reactants needed to synthesize it. (5) Given the product [CH2:1]([C:3]1[CH:32]=[CH:31][CH:30]=[CH:29][C:4]=1[O:5][C:6]1[CH:11]=[CH:10][CH:9]=[CH:8][C:7]=1[C@:12]([C@@H:20]1[CH2:25][CH2:24][CH2:23][N:22]([C:26]([NH:33][CH2:34][CH:35]([OH:38])[CH2:36][NH2:37])=[O:27])[CH2:21]1)([OH:19])[CH2:13][CH2:14][CH2:15][CH2:16][O:17][CH3:18])[CH3:2], predict the reactants needed to synthesize it. The reactants are: [CH2:1]([C:3]1[CH:32]=[CH:31][CH:30]=[CH:29][C:4]=1[O:5][C:6]1[CH:11]=[CH:10][CH:9]=[CH:8][C:7]=1[C@:12]([C@@H:20]1[CH2:25][CH2:24][CH2:23][N:22]([C:26](Cl)=[O:27])[CH2:21]1)([OH:19])[CH2:13][CH2:14][CH2:15][CH2:16][O:17][CH3:18])[CH3:2].[NH2:33][CH2:34][CH:35]([OH:38])[CH2:36][NH2:37]. (6) Given the product [OH:1][CH:2]([C:4]1[CH:5]=[CH:6][C:7]([C:10]2[N:14]=[C:13]([C:15]3[O:19][N:18]=[C:17]([C:20]4[CH:25]=[CH:24][CH:23]=[CH:22][CH:21]=4)[C:16]=3[C:26]([F:28])([F:27])[F:29])[O:12][N:11]=2)=[CH:8][CH:9]=1)[CH2:3][N:30]1[CH2:35][CH2:34][O:33][CH2:32][CH:31]1[CH2:36][C:37]([OH:39])=[O:38], predict the reactants needed to synthesize it. The reactants are: [O:1]1[CH2:3][CH:2]1[C:4]1[CH:9]=[CH:8][C:7]([C:10]2[N:14]=[C:13]([C:15]3[O:19][N:18]=[C:17]([C:20]4[CH:25]=[CH:24][CH:23]=[CH:22][CH:21]=4)[C:16]=3[C:26]([F:29])([F:28])[F:27])[O:12][N:11]=2)=[CH:6][CH:5]=1.[NH:30]1[CH2:35][CH2:34][O:33][CH2:32][CH:31]1[CH2:36][C:37]([O:39]CC)=[O:38].